Dataset: Peptide-MHC class I binding affinity with 185,985 pairs from IEDB/IMGT. Task: Regression. Given a peptide amino acid sequence and an MHC pseudo amino acid sequence, predict their binding affinity value. This is MHC class I binding data. (1) The peptide sequence is RMKMRRPHL. The MHC is BoLA-AW10 with pseudo-sequence BoLA-AW10. The binding affinity (normalized) is 0.0641. (2) The peptide sequence is FPVRPQVPL. The MHC is HLA-B40:01 with pseudo-sequence HLA-B40:01. The binding affinity (normalized) is 0. (3) The peptide sequence is ISVILQELCI. The MHC is H-2-Db with pseudo-sequence H-2-Db. The binding affinity (normalized) is 0.495. (4) The peptide sequence is AVYSSSMVK. The MHC is HLA-A01:01 with pseudo-sequence HLA-A01:01. The binding affinity (normalized) is 0.149. (5) The peptide sequence is CEEMLDNRAT. The MHC is HLA-B40:02 with pseudo-sequence HLA-B40:02. The binding affinity (normalized) is 0.163.